Dataset: Forward reaction prediction with 1.9M reactions from USPTO patents (1976-2016). Task: Predict the product of the given reaction. (1) Given the reactants [OH:1][C:2]1[CH:3]=[C:4]2[C:8](=[CH:9][CH:10]=1)[NH:7][C:6]([C:11]([O:13]CC)=O)=[CH:5]2.[CH3:16][N:17]([CH3:22])[CH2:18][CH2:19][CH2:20]O.C1(P(C2C=CC=CC=2)C2C=CC=CC=2)C=CC=CC=1.N(C(OC(C)(C)C)=O)=NC(OC(C)(C)C)=O.[NH2:58][CH2:59][C:60]1[C:61]([F:77])=[C:62]([O:67][C:68]2[CH:69]=[C:70]([CH:73]=[C:74]([Cl:76])[CH:75]=2)[C:71]#[N:72])[C:63]([Cl:66])=[CH:64][CH:65]=1.CN(C(ON1N=NC2C=CC=NC1=2)=[N+](C)C)C.F[P-](F)(F)(F)(F)F.CCN(C(C)C)C(C)C, predict the reaction product. The product is: [Cl:66][C:63]1[CH:64]=[CH:65][C:60]([CH2:59][NH:58][C:11]([C:6]2[NH:7][C:8]3[C:4]([CH:5]=2)=[CH:3][C:2]([O:1][CH2:20][CH2:19][CH2:18][N:17]([CH3:22])[CH3:16])=[CH:10][CH:9]=3)=[O:13])=[C:61]([F:77])[C:62]=1[O:67][C:68]1[CH:69]=[C:70]([C:71]#[N:72])[CH:73]=[C:74]([Cl:76])[CH:75]=1. (2) Given the reactants [OH:1][C:2]1[CH:3]=[C:4]([CH:9]=[C:10]([OH:13])[C:11]=1[OH:12])[C:5]([O:7][CH3:8])=[O:6].C([O-])([O-])=O.[K+].[K+].[CH2:20]([CH:22]([CH2:25][CH2:26][CH2:27][CH3:28])[CH2:23]Br)[CH3:21].O, predict the reaction product. The product is: [CH2:20]([CH:22]([CH2:25][CH2:26][CH2:27][CH3:28])[CH2:23][O:1][C:2]1[CH:3]=[C:4]([CH:9]=[C:10]([O:13][CH2:23][CH:22]([CH2:20][CH3:21])[CH2:25][CH2:26][CH2:27][CH3:28])[C:11]=1[O:12][CH2:23][CH:22]([CH2:20][CH3:21])[CH2:25][CH2:26][CH2:27][CH3:28])[C:5]([O:7][CH3:8])=[O:6])[CH3:21]. (3) Given the reactants [C:1]([C:5]1[CH:6]=[C:7]([CH:10]=[C:11]([C:14]([CH3:17])([CH3:16])[CH3:15])[C:12]=1[OH:13])[CH:8]=O)([CH3:4])([CH3:3])[CH3:2].C([O-])=O.[NH4+].[CH:22]([NH2:24])=[O:23], predict the reaction product. The product is: [CH:22]([NH:24][CH2:8][C:7]1[CH:6]=[C:5]([C:1]([CH3:4])([CH3:3])[CH3:2])[C:12]([OH:13])=[C:11]([C:14]([CH3:17])([CH3:16])[CH3:15])[CH:10]=1)=[O:23]. (4) The product is: [NH2:38][S:35]([C:31]1[CH:30]=[C:29]([C:17]2[CH:16]=[C:15]3[C:11]([CH:12]=[N:13][NH:14]3)=[C:10]([NH:9][C:7]([C:5]3[N:6]=[C:2]([CH3:1])[S:3][CH:4]=3)=[O:8])[CH:18]=2)[CH:34]=[N:33][CH:32]=1)(=[O:37])=[O:36]. Given the reactants [CH3:1][C:2]1[S:3][CH:4]=[C:5]([C:7]([NH:9][C:10]2[CH:18]=[C:17](B3OC(C)(C)C(C)(C)O3)[CH:16]=[C:15]3[C:11]=2[CH:12]=[N:13][NH:14]3)=[O:8])[N:6]=1.Br[C:29]1[CH:30]=[C:31]([S:35]([NH2:38])(=[O:37])=[O:36])[CH:32]=[N:33][CH:34]=1, predict the reaction product. (5) The product is: [F:1][C:2]([F:36])([F:35])[C:3]1[CH:4]=[C:5]([C:13]([CH3:34])([CH3:33])[C:14]([N:16]([C:18]2[CH:19]=[N:20][C:21]([N:42]3[CH2:41][C:40](=[O:43])[N:39]4[CH2:44][CH2:45][CH2:46][C@@H:38]4[CH2:37]3)=[CH:22][C:23]=2[C:24]2[CH:29]=[CH:28][C:27]([F:30])=[CH:26][C:25]=2[CH3:31])[CH3:17])=[O:15])[CH:6]=[C:7]([C:9]([F:12])([F:11])[F:10])[CH:8]=1. Given the reactants [F:1][C:2]([F:36])([F:35])[C:3]1[CH:4]=[C:5]([C:13]([CH3:34])([CH3:33])[C:14]([N:16]([C:18]2[CH:19]=[N:20][C:21](Cl)=[CH:22][C:23]=2[C:24]2[CH:29]=[CH:28][C:27]([F:30])=[CH:26][C:25]=2[CH3:31])[CH3:17])=[O:15])[CH:6]=[C:7]([C:9]([F:12])([F:11])[F:10])[CH:8]=1.[CH2:37]1[NH:42][CH2:41][C:40](=[O:43])[N:39]2[CH2:44][CH2:45][CH2:46][C@@H:38]12.C(=O)([O-])[O-].[K+].[K+].[NH4+].[Cl-], predict the reaction product. (6) Given the reactants C([O:9][C:10]1[C:11]([C:22]([O:24]C)=O)=[N:12][C:13]([C:20]#[N:21])=[C:14]2[C:19]=1[N:18]=[CH:17][CH:16]=[CH:15]2)(=O)C1C=CC=CC=1.[CH3:26][O:27][C:28]1[C:35]([O:36][CH3:37])=[CH:34][CH:33]=[CH:32][C:29]=1[CH2:30][NH2:31].CCOCC, predict the reaction product. The product is: [C:20]([C:13]1[N:12]=[C:11]([C:22]([NH:31][CH2:30][C:29]2[CH:32]=[CH:33][CH:34]=[C:35]([O:36][CH3:37])[C:28]=2[O:27][CH3:26])=[O:24])[C:10]([OH:9])=[C:19]2[C:14]=1[CH:15]=[CH:16][CH:17]=[N:18]2)#[N:21].